Dataset: Full USPTO retrosynthesis dataset with 1.9M reactions from patents (1976-2016). Task: Predict the reactants needed to synthesize the given product. (1) Given the product [Br:28][C:13]1[CH:12]=[C:11]2[C:16](=[C:15]([C:17]([OH:19])=[O:18])[C:14]=1[F:20])[N:8]([C:6]([O:5][C:2]([CH3:1])([CH3:3])[CH3:4])=[O:7])[CH2:9][CH2:10]2, predict the reactants needed to synthesize it. The reactants are: [CH3:1][C:2]([O:5][C:6]([N:8]1[C:16]2[C:11](=[CH:12][CH:13]=[C:14]([F:20])[C:15]=2[C:17]([OH:19])=[O:18])[CH2:10][CH2:9]1)=[O:7])([CH3:4])[CH3:3].C1C(=O)N([Br:28])C(=O)C1. (2) Given the product [Cl:23][C:5]1[C:6]([NH:8][C:9]2[CH:14]=[CH:13][C:12]([N:15]3[CH2:20][CH2:19][O:18][CH2:17][CH2:16]3)=[CH:11][C:10]=2[O:21][CH3:22])=[N:7][C:2]([NH:43][C:27]2[CH:28]=[CH:29][C:30]3[CH2:36][CH2:35][CH:34]([N:37]4[CH2:42][CH2:41][O:40][CH2:39][CH2:38]4)[CH2:33][CH2:32][C:31]=3[C:26]=2[O:25][CH3:24])=[N:3][CH:4]=1, predict the reactants needed to synthesize it. The reactants are: Cl[C:2]1[N:7]=[C:6]([NH:8][C:9]2[CH:14]=[CH:13][C:12]([N:15]3[CH2:20][CH2:19][O:18][CH2:17][CH2:16]3)=[CH:11][C:10]=2[O:21][CH3:22])[C:5]([Cl:23])=[CH:4][N:3]=1.[CH3:24][O:25][C:26]1[C:31]2[CH2:32][CH2:33][CH:34]([N:37]3[CH2:42][CH2:41][O:40][CH2:39][CH2:38]3)[CH2:35][CH2:36][C:30]=2[CH:29]=[CH:28][C:27]=1[NH2:43]. (3) Given the product [CH3:1][C@@H:2]1[N:7]([C:17]([O:16][C:13]([CH3:15])([CH3:14])[CH3:12])=[O:18])[CH2:6][C@H:5]([C:8]([O:10][CH3:11])=[O:9])[CH2:4][CH2:3]1, predict the reactants needed to synthesize it. The reactants are: [CH3:1][C@@H:2]1[NH:7][CH2:6][C@H:5]([C:8]([O:10][CH3:11])=[O:9])[CH2:4][CH2:3]1.[CH3:12][C:13]([O:16][C:17](O[C:17]([O:16][C:13]([CH3:15])([CH3:14])[CH3:12])=[O:18])=[O:18])([CH3:15])[CH3:14].C[C@H]1NC[C@@H](C(OC)=O)CC1.